From a dataset of Forward reaction prediction with 1.9M reactions from USPTO patents (1976-2016). Predict the product of the given reaction. (1) Given the reactants CO[C:3](=[O:13])[C:4]1[CH:9]=[CH:8][C:7]([Cl:10])=[CH:6][C:5]=1[CH2:11]Br.[CH2:14]([O:16][C:17](=[O:39])[C:18]([O:21][C:22]1[CH:27]=[CH:26][C:25]([O:28][C:29]2[CH:34]=[C:33]([F:35])[CH:32]=[C:31]([CH2:36][NH2:37])[CH:30]=2)=[CH:24][C:23]=1[CH3:38])([CH3:20])[CH3:19])[CH3:15].C(=O)([O-])[O-].[K+].[K+].O, predict the reaction product. The product is: [CH2:14]([O:16][C:17](=[O:39])[C:18]([O:21][C:22]1[CH:27]=[CH:26][C:25]([O:28][C:29]2[CH:34]=[C:33]([F:35])[CH:32]=[C:31]([CH2:36][N:37]3[CH2:11][C:5]4[C:4](=[CH:9][CH:8]=[C:7]([Cl:10])[CH:6]=4)[C:3]3=[O:13])[CH:30]=2)=[CH:24][C:23]=1[CH3:38])([CH3:19])[CH3:20])[CH3:15]. (2) Given the reactants [NH2:1][C:2]1[CH:7]=[CH:6][C:5]([B:8]2[O:12][C:11]([CH3:14])([CH3:13])[C:10]([CH3:16])([CH3:15])[O:9]2)=[CH:4][N:3]=1.C(N(CC)CC)C.[C:24](OC(=O)C)(=[O:26])[CH3:25], predict the reaction product. The product is: [CH3:15][C:10]1([CH3:16])[C:11]([CH3:14])([CH3:13])[O:12][B:8]([C:5]2[CH:6]=[CH:7][C:2]([NH:1][C:24](=[O:26])[CH3:25])=[N:3][CH:4]=2)[O:9]1. (3) Given the reactants [Br:1][C:2]1[CH:3]=[CH:4][C:5]([N+:10]([O-:12])=[O:11])=[C:6]([CH:9]=1)[CH:7]=O.[CH3:13][O:14][C:15]1[CH:22]=[CH:21][C:18]([CH2:19][NH2:20])=[CH:17][CH:16]=1.[BH-](OC(C)=O)(OC(C)=O)OC(C)=O.[Na+], predict the reaction product. The product is: [CH3:13][O:14][C:15]1[CH:22]=[CH:21][C:18]([CH2:19][NH:20][CH2:7][C:6]2[CH:9]=[C:2]([Br:1])[CH:3]=[CH:4][C:5]=2[N+:10]([O-:12])=[O:11])=[CH:17][CH:16]=1. (4) Given the reactants [C:1]([O:5][C:6]([N:8]1[CH2:13][CH2:12][CH2:11][C@@H:10]([NH:14][C:15]2[C:23]3[C:18](=[N:19][CH:20]=[CH:21][C:22]=3[O:24][C:25]3[CH:33]=[CH:32][C:28]([C:29](O)=[O:30])=[CH:27][CH:26]=3)[N:17]([CH2:34][C:35]3[CH:40]=[CH:39][C:38]([O:41][CH3:42])=[CH:37][CH:36]=3)[N:16]=2)[CH2:9]1)=[O:7])([CH3:4])([CH3:3])[CH3:2].[F:43][C:44]([F:53])([F:52])[C:45]1[CH:50]=[CH:49][N:48]=[C:47]([NH2:51])[CH:46]=1.O=P(Cl)(Cl)Cl.C([O-])(O)=O.[Na+], predict the reaction product. The product is: [CH3:42][O:41][C:38]1[CH:39]=[CH:40][C:35]([CH2:34][N:17]2[C:18]3=[N:19][CH:20]=[CH:21][C:22]([O:24][C:25]4[CH:33]=[CH:32][C:28]([C:29](=[O:30])[NH:51][C:47]5[CH:46]=[C:45]([C:44]([F:52])([F:43])[F:53])[CH:50]=[CH:49][N:48]=5)=[CH:27][CH:26]=4)=[C:23]3[C:15]([NH:14][CH:10]3[CH2:11][CH2:12][CH2:13][N:8]([C:6]([O:5][C:1]([CH3:4])([CH3:2])[CH3:3])=[O:7])[CH2:9]3)=[N:16]2)=[CH:36][CH:37]=1.